From a dataset of Reaction yield outcomes from USPTO patents with 853,638 reactions. Predict the reaction yield, written as a fraction of the theoretical maximum amount of product (1.0 means a 100% yield; for example, 0.34 means a 34% yield). (1) The reactants are [O:1]1[CH2:6][CH2:5][CH:4]([C:7]([C:9]2[S:13][C:12]([NH2:14])=[N:11][C:10]=2[C:15]2[O:16][CH:17]=[CH:18][CH:19]=2)=[O:8])[CH2:3][CH2:2]1.[O:20]1[CH:24]=[CH:23][CH:22]=[C:21]1[C:25](Cl)=[O:26].O. The catalyst is CN(C1C=CN=CC=1)C.N1C=CC=CC=1. The product is [O:16]1[CH:17]=[CH:18][CH:19]=[C:15]1[C:10]1[N:11]=[C:12]([NH:14][C:25]([C:21]2[O:20][CH:24]=[CH:23][CH:22]=2)=[O:26])[S:13][C:9]=1[C:7]([CH:4]1[CH2:5][CH2:6][O:1][CH2:2][CH2:3]1)=[O:8]. The yield is 0.660. (2) The yield is 0.450. The product is [N:26]1[CH:27]=[CH:28][CH:29]=[CH:30][C:25]=1[NH:24][C:14](=[O:16])[C@@H:13]([N:11]1[CH2:12][C:8]2[CH2:7][C:6]3[CH:5]=[CH:4][CH:3]=[C:2]([Cl:1])[C:23]=3[O:22][C:9]=2[C:10]1=[O:21])[CH2:17][CH:18]([CH3:20])[CH3:19]. The catalyst is C(Cl)Cl.O. The reactants are [Cl:1][C:2]1[C:23]2[O:22][C:9]3[C:10](=[O:21])[N:11]([C@@H:13]([CH2:17][CH:18]([CH3:20])[CH3:19])[C:14]([OH:16])=O)[CH2:12][C:8]=3[CH2:7][C:6]=2[CH:5]=[CH:4][CH:3]=1.[NH2:24][C:25]1[CH:30]=[CH:29][CH:28]=[CH:27][N:26]=1.ON1C2C=CC=CC=2N=N1. (3) The reactants are N1C(C)=CC=CC=1C.B(Br)(Br)Br.COC(C1C=C(OC)C2CC(C)OC=2C=1)=O.[CH3:29][O:30][C:31]([C:33]1[CH:34]=[C:35]([O:43]C)[CH:36]=[C:37]2[O:41][CH:40]([CH3:42])[CH2:39][C:38]=12)=[O:32]. The catalyst is C(Cl)Cl. The product is [CH3:29][O:30][C:31]([C:33]1[CH:34]=[C:35]([OH:43])[CH:36]=[C:37]2[O:41][CH:40]([CH3:42])[CH2:39][C:38]=12)=[O:32]. The yield is 0.230. (4) The reactants are [N+:1]([C:4]1[CH:5]=[C:6]([C:14]2[CH:19]=[CH:18][CH:17]=[CH:16][CH:15]=2)[CH:7]=[CH:8][C:9]=1[CH2:10][C:11](O)=[O:12])([O-])=O. The catalyst is C(O)(=O)C.[Fe]. The product is [C:14]1([C:6]2[CH:5]=[C:4]3[C:9]([CH2:10][C:11](=[O:12])[NH:1]3)=[CH:8][CH:7]=2)[CH:19]=[CH:18][CH:17]=[CH:16][CH:15]=1. The yield is 0.930. (5) The reactants are S(=O)(=O)(O)N.[C:6]1([S:12][C:13]2[CH:20]=[CH:19][C:16]([CH:17]=[O:18])=[CH:15][CH:14]=2)[CH:11]=[CH:10][CH:9]=[CH:8][CH:7]=1.Cl([O-])=[O:22].[Na+].[OH2:25]. The catalyst is CC(C)=O. The product is [C:6]1([S:12]([C:13]2[CH:20]=[CH:19][C:16]([C:17]([OH:22])=[O:18])=[CH:15][CH:14]=2)=[O:25])[CH:7]=[CH:8][CH:9]=[CH:10][CH:11]=1. The yield is 0.600. (6) The reactants are [CH2:1]([O:8][C:9]1[CH:10]=[CH:11][C:12]([OH:18])=[C:13]([C:15](=O)[CH3:16])[CH:14]=1)[C:2]1[CH:7]=[CH:6][CH:5]=[CH:4][CH:3]=1.C(=O)([O-])[O-].[K+].[K+].Br[CH2:26][C:27]([CH:29]1[CH2:34][CH2:33][CH2:32][CH2:31][CH2:30]1)=[O:28]. The catalyst is CN(C)C=O. The product is [CH2:1]([O:8][C:9]1[CH:10]=[CH:11][C:12]2[O:18][C:26]([C:27]([CH:29]3[CH2:34][CH2:33][CH2:32][CH2:31][CH2:30]3)=[O:28])=[C:15]([CH3:16])[C:13]=2[CH:14]=1)[C:2]1[CH:7]=[CH:6][CH:5]=[CH:4][CH:3]=1. The yield is 0.430. (7) The reactants are [CH3:1][N:2]([CH3:31])[C:3]1([C:24]2[CH:29]=[CH:28][CH:27]=[C:26]([F:30])[CH:25]=2)[CH2:8][CH2:7][C:6](=[CH:9][C:10]([NH:12][CH2:13][CH2:14][C:15]2[C:23]3[C:18](=[CH:19][CH:20]=[CH:21][CH:22]=3)[NH:17][CH:16]=2)=[O:11])[CH2:5][CH2:4]1.[Cl:32][Si](C)(C)C. The catalyst is CC(CC)=O. The product is [ClH:32].[CH3:31][N:2]([CH3:1])[C:3]1([C:24]2[CH:29]=[CH:28][CH:27]=[C:26]([F:30])[CH:25]=2)[CH2:8][CH2:7][C:6](=[CH:9][C:10]([NH:12][CH2:13][CH2:14][C:15]2[C:23]3[C:18](=[CH:19][CH:20]=[CH:21][CH:22]=3)[NH:17][CH:16]=2)=[O:11])[CH2:5][CH2:4]1. The yield is 0.890. (8) The reactants are [CH:1]([CH:4]1[C:9]2=[CH:10][C:11]3[CH:12]=[CH:13][C:14]([S:17][CH3:18])=[CH:15][C:16]=3[N:8]2[CH2:7][CH2:6][NH:5]1)([CH3:3])[CH3:2].CCN(C(C)C)C(C)C.Cl[C:29]1[N:34]=[C:33]([C:35]([F:38])([F:37])[F:36])[C:32]([C:39](=[O:41])[CH3:40])=[CH:31][N:30]=1. The catalyst is CC(O)C. The product is [CH:1]([CH:4]1[C:9]2=[CH:10][C:11]3[CH:12]=[CH:13][C:14]([S:17][CH3:18])=[CH:15][C:16]=3[N:8]2[CH2:7][CH2:6][N:5]1[C:29]1[N:34]=[C:33]([C:35]([F:36])([F:37])[F:38])[C:32]([C:39](=[O:41])[CH3:40])=[CH:31][N:30]=1)([CH3:3])[CH3:2]. The yield is 0.697. (9) The reactants are C([O:3][C:4](=O)[C:5]([F:15])([F:14])[CH2:6][CH2:7][C:8]1[CH:13]=[CH:12][CH:11]=[CH:10][CH:9]=1)C.[BH4-].[Na+].Cl. The catalyst is CCO.O. The product is [F:14][C:5]([F:15])([CH2:6][CH2:7][C:8]1[CH:13]=[CH:12][CH:11]=[CH:10][CH:9]=1)[CH2:4][OH:3]. The yield is 0.580.